Predict the reaction yield, written as a fraction of the theoretical maximum amount of product (1.0 means a 100% yield; for example, 0.34 means a 34% yield). From a dataset of Reaction yield outcomes from USPTO patents with 853,638 reactions. (1) The reactants are [NH2:1][CH:2]([CH2:15][C:16]1[CH:21]=[CH:20][C:19]([F:22])=[CH:18][CH:17]=1)[CH:3]([C:5]1[CH:10]=[CH:9][C:8]([C:11]([F:14])([F:13])[F:12])=[CH:7][CH:6]=1)[OH:4].[C:23]1([CH2:29][CH2:30][CH2:31][C:32](O)=[O:33])[CH:28]=[CH:27][CH:26]=[CH:25][CH:24]=1.Cl.C(N=C=NCCCN(C)C)C.ON1C2C=CC=CC=2N=N1. The catalyst is C(#N)C.O. The product is [F:22][C:19]1[CH:18]=[CH:17][C:16]([CH2:15][CH:2]([NH:1][C:32](=[O:33])[CH2:31][CH2:30][CH2:29][C:23]2[CH:28]=[CH:27][CH:26]=[CH:25][CH:24]=2)[CH:3]([OH:4])[C:5]2[CH:10]=[CH:9][C:8]([C:11]([F:12])([F:13])[F:14])=[CH:7][CH:6]=2)=[CH:21][CH:20]=1. The yield is 0.680. (2) The reactants are C(OC([N:8]1[CH2:13][CH2:12][CH:11]([C:14]2[CH:19]=[CH:18][C:17]([NH:20][C:21]([C:23]3[N:24](COCC[Si](C)(C)C)[CH:25]=[C:26]([C:28]#[N:29])[N:27]=3)=[O:22])=[C:16]([C:38]3[CH2:43][CH2:42][CH2:41][CH2:40][CH:39]=3)[CH:15]=2)[CH2:10][CH2:9]1)=O)(C)(C)C.[C:44]([OH:50])([C:46]([F:49])([F:48])[F:47])=[O:45]. The catalyst is C(Cl)Cl.CCO. The product is [F:47][C:46]([F:49])([F:48])[C:44]([OH:50])=[O:45].[C:38]1([C:16]2[CH:15]=[C:14]([CH:11]3[CH2:10][CH2:9][NH:8][CH2:13][CH2:12]3)[CH:19]=[CH:18][C:17]=2[NH:20][C:21]([C:23]2[NH:24][CH:25]=[C:26]([C:28]#[N:29])[N:27]=2)=[O:22])[CH2:43][CH2:42][CH2:41][CH2:40][CH:39]=1. The yield is 0.700.